This data is from Full USPTO retrosynthesis dataset with 1.9M reactions from patents (1976-2016). The task is: Predict the reactants needed to synthesize the given product. Given the product [CH3:13][C:6]1([CH3:12])[NH:4][CH2:1][CH2:2][NH:3][C:7]1=[O:9], predict the reactants needed to synthesize it. The reactants are: [CH2:1]([NH2:4])[CH2:2][NH2:3].Br[C:6]([CH3:13])([CH3:12])[C:7]([O:9]CC)=O.